This data is from Full USPTO retrosynthesis dataset with 1.9M reactions from patents (1976-2016). The task is: Predict the reactants needed to synthesize the given product. (1) Given the product [NH:1]1[C:5]2[CH:6]=[CH:7][CH:8]=[CH:9][C:4]=2[N:3]=[C:2]1[C:10]1[CH:11]=[C:12]([N:17]2[C:18](=[O:34])[C:19]3[C:20](=[CH:21][C:22]([N:25]4[CH2:26][C@@H:27]([CH3:32])[O:28][C@@H:29]([CH3:31])[CH2:30]4)=[CH:23][CH:24]=3)[N:33]=[CH:35]2)[CH:13]=[CH:14][C:15]=1[Cl:16], predict the reactants needed to synthesize it. The reactants are: [NH:1]1[C:5]2[CH:6]=[CH:7][CH:8]=[CH:9][C:4]=2[N:3]=[C:2]1[C:10]1[CH:11]=[C:12]([NH:17][C:18](=[O:34])[C:19]2[CH:24]=[CH:23][C:22]([N:25]3[CH2:30][C@@H:29]([CH3:31])[O:28][C@@H:27]([CH3:32])[CH2:26]3)=[CH:21][C:20]=2[NH2:33])[CH:13]=[CH:14][C:15]=1[Cl:16].[CH:35](OCC)(OCC)OCC.N1C2C=CC=CC=2N=C1C1C=C(N2C(=O)C3C(=CC(C4C=CC(C(F)(F)F)=CC=4)=CC=3)N=C2)C=CC=1Cl. (2) Given the product [F:23][C:20]1[CH:21]=[CH:22][C:17]([C:9]2[C:10]([C:11]3[CH:16]=[CH:15][N:14]=[CH:13][CH:12]=3)=[C:6]3[CH:5]=[CH:4][CH:3]=[C:2]([N:24]4[CH:28]=[CH:27][N:26]=[CH:25]4)[N:7]3[N:8]=2)=[CH:18][CH:19]=1, predict the reactants needed to synthesize it. The reactants are: Cl[C:2]1[N:7]2[N:8]=[C:9]([C:17]3[CH:22]=[CH:21][C:20]([F:23])=[CH:19][CH:18]=3)[C:10]([C:11]3[CH:16]=[CH:15][N:14]=[CH:13][CH:12]=3)=[C:6]2[CH:5]=[CH:4][CH:3]=1.[NH:24]1[CH:28]=[CH:27][N:26]=[CH:25]1. (3) The reactants are: [NH2:1][C:2]1[CH:3]=[C:4]2[C:9](=[CH:10][C:11]=1[C:12]([F:15])([F:14])[F:13])[NH:8][C:7](=[O:16])[N:6]([NH:17][S:18]([CH3:21])(=[O:20])=[O:19])[C:5]2=[O:22].CO[CH:25]1[CH2:29][CH2:28][CH:27](OC)O1. Given the product [O:16]=[C:7]1[N:6]([NH:17][S:18]([CH3:21])(=[O:20])=[O:19])[C:5](=[O:22])[C:4]2[C:9](=[CH:10][C:11]([C:12]([F:13])([F:15])[F:14])=[C:2]([N:1]3[CH:25]=[CH:29][CH:28]=[CH:27]3)[CH:3]=2)[NH:8]1, predict the reactants needed to synthesize it. (4) The reactants are: [O:1]1[CH2:6][CH2:5][N:4]([CH2:7][CH2:8][CH2:9][S:10]([OH:13])(=[O:12])=[O:11])[CH2:3][CH2:2]1.[N-]=[N+]=[N-].[Na+:17].[OH-:18].[Na+]. Given the product [CH2:3]1[N:4]([CH2:7][CH2:8][CH2:9][S:10]([OH:13])(=[O:12])=[O:11])[CH2:5][CH2:6][O:1][CH2:2]1.[OH-:18].[Na+:17], predict the reactants needed to synthesize it. (5) Given the product [C:45]([C:43]1[CH:44]=[C:40]([NH:39][C:37]([NH:36][C@@H:29]2[C:30]3[C:35](=[CH:34][CH:33]=[CH:32][CH:31]=3)[C@H:26]([O:25][C:22]3[CH:23]=[CH:24][C:19]4[N:20]([C:16]([CH2:15][N:12]5[CH2:11][CH2:10][NH:9][CH2:14][CH2:13]5)=[N:17][N:18]=4)[CH:21]=3)[CH2:27][CH2:28]2)=[O:38])[N:41]([C:49]2[CH:50]=[CH:51][C:52]([CH3:55])=[CH:53][CH:54]=2)[N:42]=1)([CH3:48])([CH3:46])[CH3:47], predict the reactants needed to synthesize it. The reactants are: Cl.C(OC([N:9]1[CH2:14][CH2:13][N:12]([CH2:15][C:16]2[N:20]3[CH:21]=[C:22]([O:25][C@@H:26]4[C:35]5[C:30](=[CH:31][CH:32]=[CH:33][CH:34]=5)[C@H:29]([NH:36][C:37]([NH:39][C:40]5[N:41]([C:49]6[CH:54]=[CH:53][C:52]([CH3:55])=[CH:51][CH:50]=6)[N:42]=[C:43]([C:45]([CH3:48])([CH3:47])[CH3:46])[CH:44]=5)=[O:38])[CH2:28][CH2:27]4)[CH:23]=[CH:24][C:19]3=[N:18][N:17]=2)[CH2:11][CH2:10]1)=O)(C)(C)C. (6) Given the product [CH2:18]([C:5]1[CH:4]=[CH:3][C:2]([C:23]2[S:24][CH:25]=[C:21]([CH3:20])[N:22]=2)=[CH:7][C:6]=1[CH:8]1[C:14](=[O:15])[CH:13]2[CH2:16][CH:10]([CH2:11][CH2:12]2)[C:9]1=[O:17])[CH3:19], predict the reactants needed to synthesize it. The reactants are: Br[C:2]1[CH:3]=[CH:4][C:5]([CH2:18][CH3:19])=[C:6]([CH:8]2[C:14](=[O:15])[CH:13]3[CH2:16][CH:10]([CH2:11][CH2:12]3)[C:9]2=[O:17])[CH:7]=1.[CH3:20][C:21]1[N:22]=[CH:23][S:24][CH:25]=1.C1(P(C2C=CC=CC=2)C2C=CC=CC=2)C=CC=CC=1. (7) The reactants are: Br[C:2]1[CH:23]=[CH:22][C:5]([C:6]([NH:8][S:9]([C:12]2[CH:17]=[CH:16][CH:15]=[CH:14][C:13]=2[S:18](=[O:21])(=[O:20])[NH2:19])(=[O:11])=[O:10])=[O:7])=[CH:4][C:3]=1[O:24][CH2:25][CH2:26][CH:27]([F:29])[F:28].[CH:30]1([C:35]#[CH:36])[CH2:34][CH2:33][CH2:32][CH2:31]1. Given the product [CH:30]1([C:35]#[C:36][C:2]2[CH:23]=[CH:22][C:5]([C:6]([NH:8][S:9]([C:12]3[CH:17]=[CH:16][CH:15]=[CH:14][C:13]=3[S:18](=[O:21])(=[O:20])[NH2:19])(=[O:11])=[O:10])=[O:7])=[CH:4][C:3]=2[O:24][CH2:25][CH2:26][CH:27]([F:29])[F:28])[CH2:34][CH2:33][CH2:32][CH2:31]1, predict the reactants needed to synthesize it. (8) Given the product [Cl:1][C:2]1[CH:7]=[C:6]2[NH:8][C:9](=[O:40])[C:10]3([CH:15]([C:16]4[C:17]([O:23][C:24]([C:27]([OH:29])=[O:28])([CH3:25])[CH3:26])=[N:18][CH:19]=[C:20]([Cl:22])[CH:21]=4)[CH2:14][C:13](=[O:31])[NH:12][CH:11]3[C:32]3[CH:37]=[C:36]([Cl:38])[CH:35]=[CH:34][C:33]=3[CH3:39])[C:5]2=[CH:4][CH:3]=1, predict the reactants needed to synthesize it. The reactants are: [Cl:1][C:2]1[CH:7]=[C:6]2[NH:8][C:9](=[O:40])[C:10]3([CH:15]([C:16]4[C:17]([O:23][C:24]([C:27]([O:29]C)=[O:28])([CH3:26])[CH3:25])=[N:18][CH:19]=[C:20]([Cl:22])[CH:21]=4)[CH2:14][C:13](=[O:31])[NH:12][CH:11]3[C:32]3[CH:37]=[C:36]([Cl:38])[CH:35]=[CH:34][C:33]=3[CH3:39])[C:5]2=[CH:4][CH:3]=1.O[Li].O.O.Cl. (9) Given the product [CH3:8][CH:4]1[NH:3][CH:2]([CH3:1])[CH2:7][N:6]([C:10]2[CH:20]=[CH:19][C:13]([C:14]([O:16][CH2:17][CH3:18])=[O:15])=[CH:12][CH:11]=2)[CH2:5]1, predict the reactants needed to synthesize it. The reactants are: [CH3:1][CH:2]1[CH2:7][NH:6][CH2:5][CH:4]([CH3:8])[NH:3]1.F[C:10]1[CH:20]=[CH:19][C:13]([C:14]([O:16][CH2:17][CH3:18])=[O:15])=[CH:12][CH:11]=1.